Dataset: Full USPTO retrosynthesis dataset with 1.9M reactions from patents (1976-2016). Task: Predict the reactants needed to synthesize the given product. Given the product [CH3:13][O:4][C:3](=[O:5])[C@@H:2]1[CH2:6][CH2:7][CH2:8][NH:1]1, predict the reactants needed to synthesize it. The reactants are: [NH:1]1[CH2:8][CH2:7][CH2:6][C@H:2]1[C:3]([OH:5])=[O:4].S(Cl)(Cl)=O.[CH3:13]O.